Dataset: Forward reaction prediction with 1.9M reactions from USPTO patents (1976-2016). Task: Predict the product of the given reaction. Given the reactants [Cl:1][C:2]1[C:7]([Cl:8])=[CH:6][C:5]([CH3:9])=[C:4]([Cl:10])[N:3]=1.[O-:11][Mn](=O)(=O)=O.[K+].[OH2:17], predict the reaction product. The product is: [Cl:10][C:4]1[N:3]=[C:2]([Cl:1])[C:7]([Cl:8])=[CH:6][C:5]=1[C:9]([OH:11])=[O:17].